This data is from Forward reaction prediction with 1.9M reactions from USPTO patents (1976-2016). The task is: Predict the product of the given reaction. (1) Given the reactants Br[C:2]1[CH:7]=[CH:6][C:5]([C:8]([F:11])([F:10])[F:9])=[CH:4][C:3]=1[C:12]1[CH2:17][CH2:16][N:15]([C:18]([O:20][C:21]([CH3:24])([CH3:23])[CH3:22])=[O:19])[CH2:14][CH:13]=1.[B:25]1([B:25]2[O:29][C:28]([CH3:31])([CH3:30])[C:27]([CH3:33])([CH3:32])[O:26]2)[O:29][C:28]([CH3:31])([CH3:30])[C:27]([CH3:33])([CH3:32])[O:26]1.P([O-])([O-])([O-])=O.[K+].[K+].[K+].CC(C1C=C(C(C)C)C(C2C=CC=CC=2P(C2CCCCC2)C2CCCCC2)=C(C(C)C)C=1)C, predict the reaction product. The product is: [CH3:32][C:27]1([CH3:33])[C:28]([CH3:31])([CH3:30])[O:29][B:25]([C:2]2[CH:7]=[CH:6][C:5]([C:8]([F:11])([F:10])[F:9])=[CH:4][C:3]=2[C:12]2[CH2:17][CH2:16][N:15]([C:18]([O:20][C:21]([CH3:24])([CH3:23])[CH3:22])=[O:19])[CH2:14][CH:13]=2)[O:26]1. (2) Given the reactants [Cl:1][C:2]1[CH:7]=[CH:6][CH:5]=[CH:4][C:3]=1[N:8]1[C:17](=[O:18])[C:16]2[C:11](=[N:12][C:13](S(C)=O)=[N:14][CH:15]=2)[N:10]2[CH:22]=[CH:23][N:24]=[C:9]12.[NH2:25][C:26]1[CH:38]=[CH:37][C:29]([C:30]([O:32]C(C)(C)C)=[O:31])=[CH:28][CH:27]=1.[ClH:39], predict the reaction product. The product is: [Cl:1][C:2]1[CH:7]=[CH:6][CH:5]=[CH:4][C:3]=1[N:8]1[C:17](=[O:18])[C:16]2[C:11](=[N:12][C:13]([NH:25][C:26]3[CH:38]=[CH:37][C:29]([C:30]([OH:32])=[O:31])=[CH:28][CH:27]=3)=[N:14][CH:15]=2)[N:10]2[CH:22]=[CH:23][N:24]=[C:9]12.[ClH:39]. (3) Given the reactants Br[CH2:2][CH:3]=[CH:4][C:5]([NH:7][C:8]1[CH:9]=[C:10]([C:14]2[N:15]=[C:16]3[C:22]([C:23]([NH:25][C:26]([CH3:29])([CH3:28])[CH3:27])=[O:24])=[CH:21][N:20]([CH2:30][O:31][CH2:32][CH2:33][Si:34]([CH3:37])([CH3:36])[CH3:35])[C:17]3=[N:18][CH:19]=2)[CH:11]=[CH:12][CH:13]=1)=[O:6].[CH3:38][NH:39][CH3:40].O, predict the reaction product. The product is: [C:26]([NH:25][C:23]([C:22]1[C:16]2[C:17](=[N:18][CH:19]=[C:14]([C:10]3[CH:11]=[CH:12][CH:13]=[C:8]([NH:7][C:5](=[O:6])[CH:4]=[CH:3][CH2:2][N:39]([CH3:40])[CH3:38])[CH:9]=3)[N:15]=2)[N:20]([CH2:30][O:31][CH2:32][CH2:33][Si:34]([CH3:37])([CH3:36])[CH3:35])[CH:21]=1)=[O:24])([CH3:29])([CH3:28])[CH3:27]. (4) Given the reactants [H-].[Na+].[O:3]=[C:4]([CH3:11])[CH2:5][C:6]([O:8][CH2:9][CH3:10])=[O:7].Br[CH2:13][C:14]([C:16]1[CH:21]=[CH:20][CH:19]=[CH:18][C:17]=1[O:22][C:23]1[CH:28]=[CH:27][CH:26]=[CH:25][CH:24]=1)=[O:15], predict the reaction product. The product is: [C:4]([CH:5]([CH2:13][C:14](=[O:15])[C:16]1[CH:21]=[CH:20][CH:19]=[CH:18][C:17]=1[O:22][C:23]1[CH:28]=[CH:27][CH:26]=[CH:25][CH:24]=1)[C:6]([O:8][CH2:9][CH3:10])=[O:7])(=[O:3])[CH3:11]. (5) Given the reactants [CH3:1][O:2][C:3]1[CH:8]=[C:7]([O:9][CH3:10])[CH:6]=[CH:5][C:4]=1[CH:11]=[CH:12][C:13]([C:15]1[CH:20]=[CH:19][C:18]([O:21][CH2:22][CH:23]=[CH2:24])=[CH:17][CH:16]=1)=[O:14].[C-:25]#[N:26].[Na+].[Cl-].[NH4+], predict the reaction product. The product is: [CH3:1][O:2][C:3]1[CH:8]=[C:7]([O:9][CH3:10])[CH:6]=[CH:5][C:4]=1[CH:11]([CH2:12][C:13]([C:15]1[CH:16]=[CH:17][C:18]([O:21][CH2:22][CH:23]=[CH2:24])=[CH:19][CH:20]=1)=[O:14])[C:25]#[N:26]. (6) Given the reactants [O:1]1[CH2:6][CH2:5][N:4]([CH:7]([C:19]2[CH:24]=[CH:23][CH:22]=[CH:21][CH:20]=2)[C:8]([O:10][C@@H:11]2[CH:16]3[CH2:17][CH2:18][N:13]([CH2:14][CH2:15]3)[CH2:12]2)=[O:9])[CH2:3][CH2:2]1.[Cl:25][CH2:26][C:27]([C:29]1[CH:34]=[CH:33][CH:32]=[CH:31][CH:30]=1)=[O:28], predict the reaction product. The product is: [Cl-:25].[O:1]1[CH2:6][CH2:5][N:4]([CH:7]([C:19]2[CH:24]=[CH:23][CH:22]=[CH:21][CH:20]=2)[C:8]([O:10][C@@H:11]2[CH:16]3[CH2:15][CH2:14][N+:13]([CH2:26][C:27](=[O:28])[C:29]4[CH:34]=[CH:33][CH:32]=[CH:31][CH:30]=4)([CH2:18][CH2:17]3)[CH2:12]2)=[O:9])[CH2:3][CH2:2]1.